From a dataset of Forward reaction prediction with 1.9M reactions from USPTO patents (1976-2016). Predict the product of the given reaction. (1) The product is: [F:39][C:3]([F:2])([F:38])[C:4]1[CH:5]=[C:6]([C@H:14]([O:16][C@H:17]2[CH2:22][CH2:21][N:20]([C:23]([C@H:25]3[CH2:26][CH2:27][C@H:28]([NH:31][C:40](=[O:43])[CH2:41][CH3:42])[CH2:29][CH2:30]3)=[O:24])[CH2:19][C@H:18]2[C:32]2[CH:33]=[CH:34][CH:35]=[CH:36][CH:37]=2)[CH3:15])[CH:7]=[C:8]([C:10]([F:12])([F:11])[F:13])[CH:9]=1. Given the reactants Cl.[F:2][C:3]([F:39])([F:38])[C:4]1[CH:5]=[C:6]([C@H:14]([O:16][C@H:17]2[CH2:22][CH2:21][N:20]([C:23]([C@H:25]3[CH2:30][CH2:29][C@H:28]([NH2:31])[CH2:27][CH2:26]3)=[O:24])[CH2:19][C@H:18]2[C:32]2[CH:37]=[CH:36][CH:35]=[CH:34][CH:33]=2)[CH3:15])[CH:7]=[C:8]([C:10]([F:13])([F:12])[F:11])[CH:9]=1.[C:40](Cl)(=[O:43])[CH2:41][CH3:42], predict the reaction product. (2) Given the reactants ClCCCN1CCCCC1.ClC1C=CC([C@@H:18]2[C@:20]3([C:28]4[C:23](=[CH:24][CH:25]=[CH:26][CH:27]=4)[NH:22][C:21]3=[O:29])[CH2:19]2)=CC=1, predict the reaction product. The product is: [NH:22]1[C:23]2[C:28](=[CH:27][CH:26]=[CH:25][CH:24]=2)[C:20]2([CH2:19][CH2:18]2)[C:21]1=[O:29]. (3) Given the reactants Cl[C:2](Cl)(Cl)[CH:3]([OH:5])O.S([O-])([O-])(=O)=O.[Na+].[Na+].[Cl:15][C:16]1[CH:17]=[CH:18][C:19]([CH3:23])=[C:20]([CH:22]=1)[NH2:21].Cl.Cl.N[OH:27], predict the reaction product. The product is: [Cl:15][C:16]1[CH:17]=[CH:18][C:19]([CH3:23])=[C:20]2[C:22]=1[C:3](=[O:5])[C:2](=[O:27])[NH:21]2. (4) Given the reactants [CH3:1][C:2]1[C:6]([NH:7][C:8]([O:10][C@@H:11]([C:13]2[CH:18]=[CH:17][CH:16]=[CH:15][CH:14]=2)[CH3:12])=[O:9])=[C:5]([C:19]2[CH:24]=[CH:23][C:22]([C:25]3[CH:30]=[CH:29][C:28]([C:31]4([C:34](O)=[O:35])[CH2:33][CH2:32]4)=[CH:27][CH:26]=3)=[CH:21][CH:20]=2)[O:4][N:3]=1.[CH3:37][S:38]([NH2:41])(=[O:40])=[O:39].C(N(C(C)C)CC)(C)C, predict the reaction product. The product is: [C:13]1([C@H:11]([O:10][C:8](=[O:9])[NH:7][C:6]2[C:2]([CH3:1])=[N:3][O:4][C:5]=2[C:19]2[CH:24]=[CH:23][C:22]([C:25]3[CH:26]=[CH:27][C:28]([C:31]4([C:34]([NH:41][S:38]([CH3:37])(=[O:40])=[O:39])=[O:35])[CH2:32][CH2:33]4)=[CH:29][CH:30]=3)=[CH:21][CH:20]=2)[CH3:12])[CH:18]=[CH:17][CH:16]=[CH:15][CH:14]=1. (5) Given the reactants [NH2:1][C:2]1[CH:3]=[CH:4][C:5]([O:8][C:9]2[CH:19]=[CH:18][C:12]([C:13]([O:15][CH2:16][CH3:17])=[O:14])=[CH:11][CH:10]=2)=[N:6][CH:7]=1.[CH3:20][C:21]([C:23]1[CH:28]=[CH:27][C:26]([C:29]([F:32])([F:31])[F:30])=[CH:25][CH:24]=1)=O.C12(CS(O)(=O)=O)C(C)(C)C(CC1)CC2=O, predict the reaction product. The product is: [F:30][C:29]([F:31])([F:32])[C:26]1[CH:25]=[CH:24][C:23]([C:21](=[N:1][C:2]2[CH:3]=[CH:4][C:5]([O:8][C:9]3[CH:19]=[CH:18][C:12]([C:13]([O:15][CH2:16][CH3:17])=[O:14])=[CH:11][CH:10]=3)=[N:6][CH:7]=2)[CH3:20])=[CH:28][CH:27]=1. (6) Given the reactants Cl[C:2]1[N:7]=[C:6]([C:8]2[CH:13]=[CH:12][N:11]=[C:10]([NH:14][C:15]3[CH:20]=[CH:19][CH:18]=[C:17]([F:21])[CH:16]=3)[CH:9]=2)[CH:5]=[CH:4][N:3]=1.Cl.[CH3:23][O:24][CH:25]([CH3:28])[CH2:26][NH2:27].C(=O)([O-])[O-].[K+].[K+], predict the reaction product. The product is: [F:21][C:17]1[CH:16]=[C:15]([NH:14][C:10]2[CH:9]=[C:8]([C:6]3[CH:5]=[CH:4][N:3]=[C:2]([NH:27][CH2:26][CH:25]([O:24][CH3:23])[CH3:28])[N:7]=3)[CH:13]=[CH:12][N:11]=2)[CH:20]=[CH:19][CH:18]=1. (7) Given the reactants [N:1]1([CH2:6][C:7]2[CH:43]=[CH:42][C:10]([CH2:11][N:12]3[CH:20]=[C:19]4[C:14]([N:15]=[CH:16][N:17]=[C:18]4[NH:21][CH2:22][C:23]4[CH:28]=[CH:27][C:26]([O:29][CH3:30])=[CH:25][C:24]=4[O:31][CH2:32][C:33]4([C:38]([CH3:41])([CH3:40])[CH3:39])OCC[O:34]4)=[N:13]3)=[CH:9][CH:8]=2)[CH:5]=[CH:4][CH:3]=[N:2]1, predict the reaction product. The product is: [N:1]1([CH2:6][C:7]2[CH:43]=[CH:42][C:10]([CH2:11][N:12]3[CH:20]=[C:19]4[C:14]([N:15]=[CH:16][N:17]=[C:18]4[NH:21][CH2:22][C:23]4[CH:28]=[CH:27][C:26]([O:29][CH3:30])=[CH:25][C:24]=4[O:31][CH2:32][C:33](=[O:34])[C:38]([CH3:40])([CH3:41])[CH3:39])=[N:13]3)=[CH:9][CH:8]=2)[CH:5]=[CH:4][CH:3]=[N:2]1. (8) Given the reactants [CH3:1][C:2]1[CH:11]=[C:10]([CH3:12])[CH:9]=[C:8]2[C:3]=1[CH2:4][CH2:5][CH2:6][C:7]2=[CH2:13].C[OH:15].[OH-].[Na+].OO, predict the reaction product. The product is: [CH3:1][C:2]1[CH:11]=[C:10]([CH3:12])[CH:9]=[C:8]2[C:3]=1[CH2:4][CH2:5][CH2:6][CH:7]2[CH2:13][OH:15]. (9) Given the reactants Cl[CH2:2][C:3]1[O:4][C:5]2[CH:11]=[CH:10][C:9]([N+:12]([O-:14])=[O:13])=[CH:8][C:6]=2[N:7]=1.[NH:15]1[CH2:19][CH2:18][CH2:17][CH2:16]1.C(=O)([O-])[O-].[K+].[K+].C(OC(C)C)(C)C, predict the reaction product. The product is: [N+:12]([C:9]1[CH:10]=[CH:11][C:5]2[O:4][C:3]([CH2:2][N:15]3[CH2:19][CH2:18][CH2:17][CH2:16]3)=[N:7][C:6]=2[CH:8]=1)([O-:14])=[O:13].